This data is from Full USPTO retrosynthesis dataset with 1.9M reactions from patents (1976-2016). The task is: Predict the reactants needed to synthesize the given product. (1) Given the product [O:1]1[CH2:6][CH2:5][N:4]([C:7]2[CH:12]=[CH:11][C:10]([C:13]3[NH:36][C:16]4=[N:17][CH:18]=[CH:19][C:20]([C:21]5[CH:22]=[CH:23][C:24]([O:29][CH:30]6[CH2:35][CH2:34][O:33][CH2:32][CH2:31]6)=[C:25]([CH:28]=5)[C:26]#[N:27])=[C:15]4[CH:14]=3)=[CH:9][CH:8]=2)[CH2:3][CH2:2]1, predict the reactants needed to synthesize it. The reactants are: [O:1]1[CH2:6][CH2:5][N:4]([C:7]2[CH:12]=[CH:11][C:10]([C:13]3[N:36](S(C4C=CC(C)=CC=4)(=O)=O)[C:16]4=[N:17][CH:18]=[CH:19][C:20]([C:21]5[CH:22]=[CH:23][C:24]([O:29][CH:30]6[CH2:35][CH2:34][O:33][CH2:32][CH2:31]6)=[C:25]([CH:28]=5)[C:26]#[N:27])=[C:15]4[CH:14]=3)=[CH:9][CH:8]=2)[CH2:3][CH2:2]1.C([O-])([O-])=O.[K+].[K+]. (2) Given the product [F:32][C:29]([F:30])([F:31])[C:26]1[CH:25]=[CH:24][C:23]([C:18]2[C:17]([C:15]([NH:14][C:11]3[CH:12]=[CH:13][C:7]4[O:6][C:5]([C:3]([OH:4])=[O:2])=[CH:9][C:8]=4[CH:10]=3)=[O:16])=[CH:22][CH:21]=[CH:20][CH:19]=2)=[CH:28][CH:27]=1, predict the reactants needed to synthesize it. The reactants are: C[O:2][C:3]([C:5]1[O:6][C:7]2[CH:13]=[CH:12][C:11]([NH:14][C:15]([C:17]3[C:18]([C:23]4[CH:28]=[CH:27][C:26]([C:29]([F:32])([F:31])[F:30])=[CH:25][CH:24]=4)=[CH:19][CH:20]=[CH:21][CH:22]=3)=[O:16])=[CH:10][C:8]=2[CH:9]=1)=[O:4].[Li+].[OH-].